This data is from Reaction yield outcomes from USPTO patents with 853,638 reactions. The task is: Predict the reaction yield, written as a fraction of the theoretical maximum amount of product (1.0 means a 100% yield; for example, 0.34 means a 34% yield). (1) The reactants are CO[C:3]([C:5]1[CH:22]=[C:21]2[C:8]([S:9](=[O:24])(=[O:23])[NH:10][C:11]3[C:20]2=[CH:19][CH:18]=[C:17]2[C:12]=3[N:13]=[CH:14][CH:15]=[CH:16]2)=[CH:7][CH:6]=1)=[O:4].[CH3:25][NH2:26]. No catalyst specified. The yield is 0.840. The product is [CH3:25][NH:26][C:3]([C:5]1[CH:22]=[C:21]2[C:8]([S:9](=[O:23])(=[O:24])[NH:10][C:11]3[C:20]2=[CH:19][CH:18]=[C:17]2[C:12]=3[N:13]=[CH:14][CH:15]=[CH:16]2)=[CH:7][CH:6]=1)=[O:4]. (2) The reactants are [C:1]([C:5]1[CH:10]=[CH:9][C:8]([N+:11]([O-])=O)=[CH:7][C:6]=1[OH:14])([CH3:4])([CH3:3])[CH3:2].C([O-])=O.[NH4+]. The catalyst is CCO.[Pd]. The product is [C:1]([C:5]1[CH:10]=[CH:9][C:8]([NH2:11])=[CH:7][C:6]=1[OH:14])([CH3:4])([CH3:2])[CH3:3]. The yield is 0.870. (3) The reactants are [CH3:1][C:2]1[CH:7]=[C:6]([C:8](=[O:30])[CH2:9][C@@H:10]([C:23]2[CH:28]=[CH:27][CH:26]=[CH:25][C:24]=2[CH3:29])[C:11]2[CH:16]=[CH:15][C:14]([C:17]#[C:18][Si](C)(C)C)=[CH:13][CH:12]=2)[CH:5]=[CH:4][N:3]=1.C(=O)([O-])[O-].[K+].[K+].[Cl-].[NH4+].C(OCC)(=O)C. The catalyst is CO. The product is [C:17]([C:14]1[CH:13]=[CH:12][C:11]([C@H:10]([C:23]2[CH:28]=[CH:27][CH:26]=[CH:25][C:24]=2[CH3:29])[CH2:9][C:8]([C:6]2[CH:5]=[CH:4][N:3]=[C:2]([CH3:1])[CH:7]=2)=[O:30])=[CH:16][CH:15]=1)#[CH:18]. The yield is 0.950. (4) The reactants are O[C:2]1[C:7]([N+]([O-])=O)=[CH:6][C:5]([F:11])=[CH:4][N:3]=1.[OH:12][C:13]1C=CC(F)=CN=1.NC1C=CC(OC)=NC=1. No catalyst specified. The product is [CH3:13][O:12][C:4]1[C:5]([F:11])=[CH:6][CH:7]=[CH:2][N:3]=1. The yield is 1.00. (5) The reactants are [C:1]([OH:8])(=[O:7])/[CH:2]=[CH:3]/[C:4]([OH:6])=[O:5].Cl[CH2:10][C:11]([N:13]1[CH2:18][CH2:17][O:16][CH2:15][CH2:14]1)=[O:12]. The catalyst is CN1CCCC1=O. The product is [N:13]1([C:11](=[O:12])[CH2:10][O:5][C:4](/[CH:3]=[CH:2]/[C:1]([OH:8])=[O:7])=[O:6])[CH2:18][CH2:17][O:16][CH2:15][CH2:14]1. The yield is 0.240. (6) The reactants are [Cl:1][C:2]1[N:11]=[CH:10][C:9]2[NH:8][CH2:7][CH:6]3[CH2:12][O:13][CH2:14][CH2:15][N:5]3[C:4]=2[N:3]=1.CC(C)([O-])C.[Na+].[CH3:22][C:23]1[CH:28]=[CH:27][C:26]([S:29](Cl)(=[O:31])=[O:30])=[CH:25][CH:24]=1. The catalyst is CS(C)=O. The product is [Cl:1][C:2]1[N:11]=[CH:10][C:9]2[N:8]([S:29]([C:26]3[CH:27]=[CH:28][C:23]([CH3:22])=[CH:24][CH:25]=3)(=[O:31])=[O:30])[CH2:7][CH:6]3[CH2:12][O:13][CH2:14][CH2:15][N:5]3[C:4]=2[N:3]=1. The yield is 0.140. (7) The reactants are [H-].[Na+].[OH:3][C:4]1[CH:12]=[CH:11][C:7]([C:8]([OH:10])=[O:9])=[CH:6][C:5]=1[I:13].[CH2:14](Br)[C:15]1[CH:20]=[CH:19][CH:18]=[CH:17][CH:16]=1. The catalyst is CN(C)C=O.C1(C)C=CC=CC=1. The product is [CH2:14]([O:3][C:4]1[CH:12]=[CH:11][C:7]([C:8]([O:10][CH2:8][C:7]2[CH:11]=[CH:12][CH:4]=[CH:5][CH:6]=2)=[O:9])=[CH:6][C:5]=1[I:13])[C:15]1[CH:20]=[CH:19][CH:18]=[CH:17][CH:16]=1. The yield is 0.430. (8) The reactants are [CH3:1][O:2][C:3](=[O:22])[C:4]1[CH:9]=[C:8]([N+:10]([O-])=O)[C:7]([NH2:13])=[C:6]([F:14])[C:5]=1[NH:15][C:16]1[CH:21]=[CH:20][CH:19]=[CH:18][CH:17]=1.C([O-])=O.[NH4+]. The catalyst is C(O)C.[OH-].[OH-].[Pd+2]. The product is [CH3:1][O:2][C:3](=[O:22])[C:4]1[CH:9]=[C:8]([NH2:10])[C:7]([NH2:13])=[C:6]([F:14])[C:5]=1[NH:15][C:16]1[CH:17]=[CH:18][CH:19]=[CH:20][CH:21]=1. The yield is 0.930. (9) The reactants are [C:1]([O:5][C:6]([N:8]1[CH2:16][C:15]2[C:10](=[CH:11][CH:12]=[C:13](Br)[CH:14]=2)[CH2:9]1)=[O:7])([CH3:4])([CH3:3])[CH3:2].C(P(C(C)(C)C)C1C=CC=CC=1C1C=CC=CC=1)(C)(C)C.CC(C)([O-])C.[Na+].[CH3:45][N:46]1[CH2:51][CH2:50][NH:49][CH2:48][CH2:47]1. The catalyst is CCOCC.C1C=CC(/C=C/C(/C=C/C2C=CC=CC=2)=O)=CC=1.C1C=CC(/C=C/C(/C=C/C2C=CC=CC=2)=O)=CC=1.C1C=CC(/C=C/C(/C=C/C2C=CC=CC=2)=O)=CC=1.[Pd].[Pd].C1(C)C=CC=CC=1. The product is [C:1]([O:5][C:6]([N:8]1[CH2:16][C:15]2[C:10](=[CH:11][CH:12]=[C:13]([N:49]3[CH2:50][CH2:51][N:46]([CH3:45])[CH2:47][CH2:48]3)[CH:14]=2)[CH2:9]1)=[O:7])([CH3:4])([CH3:3])[CH3:2]. The yield is 0.460. (10) The reactants are BrN1C(C)(C)C(=O)N(Br)C1=O.[CH3:12][N:13]1[C:21]2[C:20]3([C:30]4[CH:35]=[CH:34][CH:33]=[CH:32][CH:31]=4)[CH2:22][CH:23]([C:28]#[N:29])[C:24](=[O:27])[CH:25]([CH3:26])[CH:19]3[CH2:18][CH2:17][C:16]=2[C:15]([C:36]2[CH:41]=[CH:40][CH:39]=[CH:38][CH:37]=2)=[N:14]1.N1C=CC=CC=1. The catalyst is CN(C)C=O. The product is [CH3:12][N:13]1[C:21]2[C:20]3([C:30]4[CH:35]=[CH:34][CH:33]=[CH:32][CH:31]=4)[CH:22]=[C:23]([C:28]#[N:29])[C:24](=[O:27])[CH:25]([CH3:26])[CH:19]3[CH2:18][CH2:17][C:16]=2[C:15]([C:36]2[CH:37]=[CH:38][CH:39]=[CH:40][CH:41]=2)=[N:14]1. The yield is 0.140.